Dataset: Experimentally validated miRNA-target interactions with 360,000+ pairs, plus equal number of negative samples. Task: Binary Classification. Given a miRNA mature sequence and a target amino acid sequence, predict their likelihood of interaction. The miRNA is hsa-miR-8061 with sequence CUUAGAUUAGAGGAUAUUGUU. The protein sequence of the target gene is MFPAGPPSHSLLRLPLLQLLLLVVQAVGRGLGRASPAGGPLEDVVIERYHIPRACPREVQMGDFVRYHYNGTFEDGKKFDSSYDRNTLVAIVVGVGRLITGMDRGLMGMCVNERRRLIVPPHLGYGSIGLAGLIPPDATLYFDVVLLDVWNKEDTVQVSTLLRPPHCPRMVQDGDFVRYHYNGTLLDGTSFDTSYSKGGTYDTYVGSGWLIKGMDQGLLGMCPGERRKIIIPPFLAYGEKGYGTVIPPQASLVFHVLLIDVHNPKDAVQLETLELPPGCVRRAGAGDFMRYHYNGSLMDG.... Result: 0 (no interaction).